From a dataset of Forward reaction prediction with 1.9M reactions from USPTO patents (1976-2016). Predict the product of the given reaction. (1) Given the reactants [CH3:1][N:2]1[CH2:7][CH2:6][N:5]([CH:8]2[CH2:13][CH2:12][N:11]([C:14]([NH:16][C:17]3[CH:22]=[C:21]([O:23][C:24]4[CH:29]=[CH:28][C:27]([N+:30]([O-])=O)=[CH:26][CH:25]=4)[CH:20]=[CH:19][N:18]=3)=[O:15])[CH2:10][CH2:9]2)[CH2:4][CH2:3]1, predict the reaction product. The product is: [NH2:30][C:27]1[CH:26]=[CH:25][C:24]([O:23][C:21]2[CH:20]=[CH:19][N:18]=[C:17]([NH:16][C:14]([N:11]3[CH2:10][CH2:9][CH:8]([N:5]4[CH2:4][CH2:3][N:2]([CH3:1])[CH2:7][CH2:6]4)[CH2:13][CH2:12]3)=[O:15])[CH:22]=2)=[CH:29][CH:28]=1. (2) Given the reactants [Cl:1]C1N=[C:4](C2C=CC([N+]([O-])=O)=CC=2)[C:5]2CN(C(OC(C)(C)C)=O)CC=2N=1.Cl.[CH:28]12[O:35]C(CC1)C[NH:30][CH2:29]2.C[C@@H:37]1[N:42]([C:43]2[N:44]=[C:45]([C:59]3[CH:64]=[CH:63][C:62]([NH:65][C:66]([O:68]C4C=CC=CC=4)=O)=[CH:61][CH:60]=3)[C:46]3[CH2:51][N:50](C(OC(C)(C)C)=O)[CH2:49][C:47]=3[N:48]=2)[CH2:41][CH2:40][O:39][CH2:38]1, predict the reaction product. The product is: [ClH:1].[CH:40]12[O:39][CH:38]([CH2:4][CH2:5]1)[CH2:37][N:42]([C:43]1[N:44]=[C:45]([C:59]3[CH:64]=[CH:63][C:62]([NH:65][C:66]([NH:30][CH2:29][CH2:28][OH:35])=[O:68])=[CH:61][CH:60]=3)[C:46]3[CH2:51][NH:50][CH2:49][C:47]=3[N:48]=1)[CH2:41]2. (3) Given the reactants Cl[C:2]1[N:7]=[CH:6][C:5]2[C:8]([S:11]([CH3:14])(=[O:13])=[O:12])=[N:9][NH:10][C:4]=2[CH:3]=1.[C:15]1([C@H:21]([NH:23][C:24]([NH2:26])=[O:25])[CH3:22])[CH:20]=[CH:19][CH:18]=[CH:17][CH:16]=1.CC(C)([O-])C.[K+], predict the reaction product. The product is: [CH3:14][S:11]([C:8]1[C:5]2[CH:6]=[N:7][C:2]([NH:26][C:24]([NH:23][C@@H:21]([C:15]3[CH:20]=[CH:19][CH:18]=[CH:17][CH:16]=3)[CH3:22])=[O:25])=[CH:3][C:4]=2[NH:10][N:9]=1)(=[O:13])=[O:12]. (4) The product is: [Cl:35][C:6]1[N:5]([CH2:9][CH2:10][CH3:11])[C:4](=[O:12])[C:3]2[NH:13][C:14]([C:16]3[CH:17]=[N:18][N:19]([CH2:21][C:22]4[CH:27]=[CH:26][C:25]([C:28]([F:30])([F:29])[F:31])=[C:24]([F:32])[CH:23]=4)[CH:20]=3)=[N:1][C:2]=2[N:7]=1. Given the reactants [NH2:1][C:2]1[NH:7][C:6](=O)[N:5]([CH2:9][CH2:10][CH3:11])[C:4](=[O:12])[C:3]=1[NH:13][C:14]([C:16]1[CH:17]=[N:18][N:19]([CH2:21][C:22]2[CH:27]=[CH:26][C:25]([C:28]([F:31])([F:30])[F:29])=[C:24]([F:32])[CH:23]=2)[CH:20]=1)=O.O=P(Cl)(Cl)[Cl:35].P(Cl)(Cl)(Cl)(Cl)Cl, predict the reaction product. (5) The product is: [Cl:6][C:7]1[CH:12]=[CH:11][C:10]([S:13]([Cl:22])(=[O:15])=[O:14])=[C:9]([N+:17]([O-:19])=[O:18])[CH:8]=1. Given the reactants CN(C=O)C.[Cl:6][C:7]1[CH:12]=[CH:11][C:10]([S:13](O)(=[O:15])=[O:14])=[C:9]([N+:17]([O-:19])=[O:18])[CH:8]=1.O=S(Cl)[Cl:22], predict the reaction product. (6) Given the reactants [C:1]([O:5][C:6]([N:8]1[CH2:12][C@@H:11]([CH3:13])[CH2:10][C@H:9]1[C:14]1[NH:15][CH:16]=[C:17]([C:19]2[CH:24]=[CH:23][C:22](Br)=[CH:21][CH:20]=2)[N:18]=1)=[O:7])([CH3:4])([CH3:3])[CH3:2].[B:26]1([B:26]2[O:30][C:29]([CH3:32])([CH3:31])[C:28]([CH3:34])([CH3:33])[O:27]2)[O:30][C:29]([CH3:32])([CH3:31])[C:28]([CH3:34])([CH3:33])[O:27]1.C([O-])(=O)C.[K+].C(Cl)Cl, predict the reaction product. The product is: [C:1]([O:5][C:6]([N:8]1[CH2:12][C@@H:11]([CH3:13])[CH2:10][C@H:9]1[C:14]1[NH:15][CH:16]=[C:17]([C:19]2[CH:24]=[CH:23][C:22]([B:26]3[O:30][C:29]([CH3:32])([CH3:31])[C:28]([CH3:34])([CH3:33])[O:27]3)=[CH:21][CH:20]=2)[N:18]=1)=[O:7])([CH3:4])([CH3:3])[CH3:2]. (7) Given the reactants Cl[C:2]1[N:7]=[C:6]([C:8]2[CH:9]=[CH:10][C:11]([O:16][CH:17]3[CH2:22][CH2:21][O:20][CH2:19][CH2:18]3)=[C:12]([CH:15]=2)[C:13]#[N:14])[CH:5]=[CH:4][N:3]=1.[O:23]1[CH2:28][CH2:27][N:26]([C:29]2[CH:35]=[CH:34][C:32]([NH2:33])=[CH:31][CH:30]=2)[CH2:25][CH2:24]1, predict the reaction product. The product is: [O:23]1[CH2:24][CH2:25][N:26]([C:29]2[CH:30]=[CH:31][C:32]([NH:33][C:2]3[N:7]=[C:6]([C:8]4[CH:9]=[CH:10][C:11]([O:16][CH:17]5[CH2:22][CH2:21][O:20][CH2:19][CH2:18]5)=[C:12]([CH:15]=4)[C:13]#[N:14])[CH:5]=[CH:4][N:3]=3)=[CH:34][CH:35]=2)[CH2:27][CH2:28]1.